Task: Predict the reactants needed to synthesize the given product.. Dataset: Full USPTO retrosynthesis dataset with 1.9M reactions from patents (1976-2016) Given the product [C:1]([O:5][C:6](=[O:24])[CH2:7][CH2:8][CH2:9][CH2:10][CH2:11][CH2:12][CH2:13][CH2:14][CH2:15][CH2:16][CH2:17][CH2:18][CH2:19][CH2:20][NH2:37])([CH3:4])([CH3:3])[CH3:2], predict the reactants needed to synthesize it. The reactants are: [C:1]([O:5][C:6](=[O:24])[CH2:7][CH2:8][CH2:9][CH2:10][CH2:11][CH2:12][CH2:13][CH2:14][CH2:15][CH2:16][CH2:17][CH2:18][CH2:19][CH2:20]CCN)([CH3:4])([CH3:3])[CH3:2].C(OC(COC(C[NH:37]CC(O)=O)=O)=O)(C)(C)C.